Dataset: Full USPTO retrosynthesis dataset with 1.9M reactions from patents (1976-2016). Task: Predict the reactants needed to synthesize the given product. (1) The reactants are: [CH2:1]([O:5][C:6]1[N:14]=[C:13]2[C:9]([N:10]=[C:11]([O:25]C)[N:12]2[CH2:15][CH2:16][CH2:17][CH2:18][CH:19]2[CH2:24][CH2:23][CH2:22][NH:21][CH2:20]2)=[C:8]([NH2:27])[N:7]=1)[CH2:2][CH2:3][CH3:4].I[CH:29]([CH3:31])[CH3:30]. Given the product [NH2:27][C:8]1[N:7]=[C:6]([O:5][CH2:1][CH2:2][CH2:3][CH3:4])[N:14]=[C:13]2[C:9]=1[NH:10][C:11](=[O:25])[N:12]2[CH2:15][CH2:16][CH2:17][CH2:18][CH:19]1[CH2:24][CH2:23][CH2:22][N:21]([CH:29]([CH3:31])[CH3:30])[CH2:20]1, predict the reactants needed to synthesize it. (2) Given the product [CH3:19][O:20][C:21](=[O:24])[CH2:22][NH:1][C:2]1[CH:7]=[N:6][C:5]([O:8][C:9](=[O:18])[N:10]([CH3:17])[C:11]2[CH:16]=[CH:15][CH:14]=[CH:13][CH:12]=2)=[CH:4][CH:3]=1, predict the reactants needed to synthesize it. The reactants are: [NH2:1][C:2]1[CH:3]=[CH:4][C:5]([O:8][C:9](=[O:18])[N:10]([CH3:17])[C:11]2[CH:16]=[CH:15][CH:14]=[CH:13][CH:12]=2)=[N:6][CH:7]=1.[CH3:19][O:20][C:21](=[O:24])[CH2:22]Br.C(=O)([O-])[O-].[K+].[K+].C1OCCOCCOCCOCCOCCOC1.